The task is: Binary Classification. Given a miRNA mature sequence and a target amino acid sequence, predict their likelihood of interaction.. This data is from Experimentally validated miRNA-target interactions with 360,000+ pairs, plus equal number of negative samples. (1) The miRNA is hsa-miR-3646 with sequence AAAAUGAAAUGAGCCCAGCCCA. The protein sequence of the target gene is MSALCDPPGAPGPPGPAPATHGPAPLSAQELSQEIKAFLTGVDPILGHQLSAREHARCGLLLLRSLPPARAAVLDHLRGVFDESVRAHLAALDETPVAGPPHLRPPPPSHVPAGGPGLEDVVQEVQQVLSEFIRANPKAWAPVISAWSIDLMGQLSSTYSGQHQRVPHATGALNELLQLWMGCRATRTLMDIYVQCLSALIGSCPDACVDALLDTSVQHSPHFDWVVAHIGSSFPGTIISRVLSCGLKDFCVHGGAGGGAGSSGGSSSQTPSTDPFPGSPAIPAEKRVPKIASVVGILGH.... Result: 0 (no interaction). (2) The miRNA is hsa-miR-4433a-3p with sequence ACAGGAGUGGGGGUGGGACAU. The protein sequence of the target gene is MSQRKARGPPAMPGVGHSQTQAKARLLPGADRKRSRLSRTRQDPWEERSWSNQRWSRATPGPRGTRAGGLALGRSEASPENAARERSRVRTLRQAFLALQAALPAVPPDTKLSKLDVLVLAASYIAHLTRTLGHELPGPAWPPFLRGLRYLHPLKKWPMRSRLYAGGLGYSDLDSTTASTPSQRTRDAEVGSQVPGEADALLSTTPLSPALGDK. Result: 1 (interaction). (3) The miRNA is hsa-miR-3613-3p with sequence ACAAAAAAAAAAGCCCAACCCUUC. The protein sequence of the target gene is MSEESDSLRTSPSVASLSENELPPPPEPPGYVCSLTEDLVTKAREELQEKPEWRLRDVQALRDMVRKEYPNLSTSLDDAFLLRFLRARKFDYDRALQLLVNYHSCRRSWPEVFNNLKPSALKDVLASGFLTVLPHTDPRGCHVVCIRPDRWIPSNYPITENIRAIYLTLEKLIQSEETQVNGIVILADYKGVSLSKASHFGPFIAKKVIGILQDGFPIRIKAVHVVNEPRIFKGIFAIIKPFLKEKIANRFFLHGSDLNSLHTNLPRSILPKEYGGTAGELDTATWNAVLLASEDDFVKE.... Result: 1 (interaction).